Predict the reaction yield, written as a fraction of the theoretical maximum amount of product (1.0 means a 100% yield; for example, 0.34 means a 34% yield). From a dataset of Reaction yield outcomes from USPTO patents with 853,638 reactions. (1) The reactants are C([N:8]1[C:12]2=[N:13][CH:14]=[C:15]([N:25]([CH3:45])[C:26](=[O:44])[C:27]([C:30]3[CH:35]=[C:34]([C:36]([F:39])([F:38])[F:37])[CH:33]=[C:32]([C:40]([F:43])([F:42])[F:41])[CH:31]=3)([CH3:29])[CH3:28])[C:16]([C:17]3[CH:22]=[CH:21][C:20]([F:23])=[CH:19][C:18]=3[CH3:24])=[C:11]2[CH:10]=[N:9]1)C1C=CC=CC=1.Cl. The catalyst is CO.[Pd]. The product is [F:43][C:40]([F:41])([F:42])[C:32]1[CH:31]=[C:30]([C:27]([CH3:29])([CH3:28])[C:26]([N:25]([C:15]2[C:16]([C:17]3[CH:22]=[CH:21][C:20]([F:23])=[CH:19][C:18]=3[CH3:24])=[C:11]3[CH:10]=[N:9][NH:8][C:12]3=[N:13][CH:14]=2)[CH3:45])=[O:44])[CH:35]=[C:34]([C:36]([F:37])([F:38])[F:39])[CH:33]=1. The yield is 0.410. (2) The reactants are [F:1][C:2]1[C:7]2[O:8][CH2:9][CH2:10][O:11][C:6]=2[CH:5]=[C:4]2[O:12][CH2:13][C:14]3([C:22]4[C:17](=[CH:18][CH:19]=[CH:20][CH:21]=4)[NH:16][C:15]3=[O:23])[C:3]=12.Br.Br[CH2:26][C:27]1[CH:32]=[CH:31][CH:30]=[CH:29][N:28]=1.C(=O)([O-])[O-].[Cs+].[Cs+]. The catalyst is CN(C)C=O. The product is [F:1][C:2]1[C:7]2[O:8][CH2:9][CH2:10][O:11][C:6]=2[CH:5]=[C:4]2[O:12][CH2:13][C:14]3([C:22]4[C:17](=[CH:18][CH:19]=[CH:20][CH:21]=4)[N:16]([CH2:26][C:27]4[CH:32]=[CH:31][CH:30]=[CH:29][N:28]=4)[C:15]3=[O:23])[C:3]=12. The yield is 0.570. (3) The yield is 0.500. The product is [Br:19][C:5]1[CH:4]=[N:3][N:2]([CH3:1])[C:6]=1[C:7]1[CH:8]=[C:9]([C:15]([OH:17])=[O:16])[S:10][C:11]=1[CH2:12][CH2:13][CH3:14]. The reactants are [CH3:1][N:2]1[C:6]([C:7]2[CH:8]=[C:9]([C:15]([O:17]C)=[O:16])[S:10][C:11]=2[CH2:12][CH2:13][CH3:14])=[CH:5][CH:4]=[N:3]1.[Br:19]N1C(=O)CCC1=O.[OH-].[Na+]. The catalyst is O1CCCC1. (4) The reactants are [CH2:1]([CH:3]([C:6]1[C:7]2[N:8]([C:13]([C:17]3[C:21]4[CH:22]=[CH:23][CH:24]=[C:25]([CH:26](O)[CH3:27])[C:20]=4[O:19][C:18]=3[CH3:29])=[C:14]([CH3:16])[N:15]=2)[N:9]=[C:10]([CH3:12])[CH:11]=1)[CH2:4][CH3:5])[CH3:2].CCN(CC)CC.CS(Cl)(=O)=O.[Na+].[I-]. The catalyst is C(Cl)Cl. The product is [CH2:1]([CH:3]([C:6]1[C:7]2[N:8]([C:13]([C:17]3[C:21]4[CH:22]=[CH:23][CH:24]=[C:25]([CH:26]=[CH2:27])[C:20]=4[O:19][C:18]=3[CH3:29])=[C:14]([CH3:16])[N:15]=2)[N:9]=[C:10]([CH3:12])[CH:11]=1)[CH2:4][CH3:5])[CH3:2]. The yield is 0.460.